This data is from Forward reaction prediction with 1.9M reactions from USPTO patents (1976-2016). The task is: Predict the product of the given reaction. Given the reactants [CH3:1][N:2]1[C:7](=[O:8])[C:6]2[C:9]([S:23][C:24]3[CH:29]=[CH:28][CH:27]=[C:26]([N+:30]([O-])=O)[CH:25]=3)=[C:10]([CH2:12][C:13]3[C:22]4[C:17](=[CH:18][CH:19]=[CH:20][CH:21]=4)[CH:16]=[CH:15][CH:14]=3)[S:11][C:5]=2[N:4]([CH2:33][CH:34]([CH3:36])[CH3:35])[C:3]1=[O:37].[Cl-].[NH4+].[OH-].[Na+], predict the reaction product. The product is: [CH3:12][CH2:10][CH2:9][CH:6]([CH3:7])[CH3:5].[NH2:30][C:26]1[CH:25]=[C:24]([S:23][C:9]2[C:6]3[C:7](=[O:8])[N:2]([CH3:1])[C:3](=[O:37])[N:4]([CH2:33][CH:34]([CH3:35])[CH3:36])[C:5]=3[S:11][C:10]=2[CH2:12][C:13]2[C:22]3[C:17](=[CH:18][CH:19]=[CH:20][CH:21]=3)[CH:16]=[CH:15][CH:14]=2)[CH:29]=[CH:28][CH:27]=1.